Dataset: Catalyst prediction with 721,799 reactions and 888 catalyst types from USPTO. Task: Predict which catalyst facilitates the given reaction. (1) Reactant: [C:1]([NH:4][C:5]1[CH:36]=[CH:35][C:8]([CH2:9][C:10]2[NH:18][C:17]3[C:16](=[O:19])[N:15]([CH2:20][C:21]4[CH:26]=[CH:25][CH:24]=[CH:23][C:22]=4[F:27])[C:14](=[O:28])[N:13]([CH2:29][CH2:30][CH2:31][C:32]([OH:34])=[O:33])[C:12]=3[N:11]=2)=[CH:7][CH:6]=1)(=[O:3])[CH3:2].S(Cl)(Cl)=O.[CH3:41]O. Product: [CH3:41][O:33][C:32](=[O:34])[CH2:31][CH2:30][CH2:29][N:13]1[C:12]2[N:11]=[C:10]([CH2:9][C:8]3[CH:35]=[CH:36][C:5]([NH:4][C:1](=[O:3])[CH3:2])=[CH:6][CH:7]=3)[NH:18][C:17]=2[C:16](=[O:19])[N:15]([CH2:20][C:21]2[CH:26]=[CH:25][CH:24]=[CH:23][C:22]=2[F:27])[C:14]1=[O:28]. The catalyst class is: 489. (2) The catalyst class is: 594. Product: [Cl:13][C:14]1[C:15]([O:24][C:25]2[CH:30]=[C:29]([O:31][CH2:32][CH2:33][CH2:34][C:35]#[N:36])[CH:28]=[CH:27][C:26]=2/[CH:37]=[CH:38]/[C:39]([NH:50][S:47]([CH2:42][CH2:43][CH2:44][CH2:45][CH3:46])(=[O:49])=[O:48])=[O:40])=[N:16][CH:17]=[C:18]([C:20]([F:21])([F:23])[F:22])[CH:19]=1. Reactant: Cl.C(N=C=NCCCN(C)C)C.[Cl:13][C:14]1[C:15]([O:24][C:25]2[CH:30]=[C:29]([O:31][CH2:32][CH2:33][CH2:34][C:35]#[N:36])[CH:28]=[CH:27][C:26]=2/[CH:37]=[CH:38]/[C:39](O)=[O:40])=[N:16][CH:17]=[C:18]([C:20]([F:23])([F:22])[F:21])[CH:19]=1.[CH2:42]([S:47]([NH2:50])(=[O:49])=[O:48])[CH2:43][CH2:44][CH2:45][CH3:46].Cl.